Dataset: Full USPTO retrosynthesis dataset with 1.9M reactions from patents (1976-2016). Task: Predict the reactants needed to synthesize the given product. (1) Given the product [NH:38]1[C:39]2[C:35](=[C:34]([C:2]3[N:3]=[C:4]([N:20]4[CH2:25][CH2:24][O:23][CH2:22][CH2:21]4)[C:5]4[S:10][C:9]([C:11]5[CH:12]=[C:13]([C:17]([OH:19])=[O:18])[CH:14]=[N:15][CH:16]=5)=[CH:8][C:6]=4[N:7]=3)[CH:42]=[CH:41][CH:40]=2)[CH:36]=[N:37]1, predict the reactants needed to synthesize it. The reactants are: Cl[C:2]1[N:3]=[C:4]([N:20]2[CH2:25][CH2:24][O:23][CH2:22][CH2:21]2)[C:5]2[S:10][C:9]([C:11]3[CH:12]=[C:13]([C:17]([OH:19])=[O:18])[CH:14]=[N:15][CH:16]=3)=[CH:8][C:6]=2[N:7]=1.CC1(C)C(C)(C)OB([C:34]2[CH:42]=[CH:41][CH:40]=[C:39]3[C:35]=2[CH:36]=[N:37][NH:38]3)O1. (2) Given the product [CH3:23][N:24]([C:28]1[CH:33]=[CH:32][CH:31]=[CH:30][CH:29]=1)[C:25]([O:21][C:20]1[C:19]2[C:14](=[CH:15][CH:16]=[CH:17][CH:18]=2)[NH:13][C:12](=[O:22])[C:11]=1[C:9]([NH:8][C:5]1[CH:6]=[CH:7][C:2]([O:1][C:25](=[O:26])[N:24]([CH3:23])[C:28]2[CH:33]=[CH:32][CH:31]=[CH:30][CH:29]=2)=[CH:3][CH:4]=1)=[O:10])=[O:26], predict the reactants needed to synthesize it. The reactants are: [OH:1][C:2]1[CH:7]=[CH:6][C:5]([NH:8][C:9]([C:11]2[C:12](=[O:22])[NH:13][C:14]3[C:19]([C:20]=2[OH:21])=[CH:18][CH:17]=[CH:16][CH:15]=3)=[O:10])=[CH:4][CH:3]=1.[CH3:23][N:24]([C:28]1[CH:33]=[CH:32][CH:31]=[CH:30][CH:29]=1)[C:25](Cl)=[O:26]. (3) Given the product [F:64][C:58]1[CH:59]=[CH:60][C:61]([F:63])=[CH:62][C:57]=1[O:56][CH:53]1[CH2:54][CH2:55][N:50]([C:48](=[O:49])[CH2:47][NH:46][C:21]([C:19]2[N:18]=[CH:17][N:16]([C:10]3[CH:11]=[CH:12][CH:13]=[CH:14][CH:15]=3)[CH:20]=2)=[O:23])[CH2:51][CH2:52]1, predict the reactants needed to synthesize it. The reactants are: CCN(C(C)C)C(C)C.[C:10]1([N:16]2[CH:20]=[C:19]([C:21]([OH:23])=O)[N:18]=[CH:17]2)[CH:15]=[CH:14][CH:13]=[CH:12][CH:11]=1.C1C=CC2N(O)N=NC=2C=1.CCN=C=NCCCN(C)C.Cl.[NH2:46][CH2:47][C:48]([N:50]1[CH2:55][CH2:54][CH:53]([O:56][C:57]2[CH:62]=[C:61]([F:63])[CH:60]=[CH:59][C:58]=2[F:64])[CH2:52][CH2:51]1)=[O:49].